From a dataset of Catalyst prediction with 721,799 reactions and 888 catalyst types from USPTO. Predict which catalyst facilitates the given reaction. (1) Reactant: [NH2:1][C:2]1[CH:3]=[CH:4][C:5]([NH:24][C:25]([O:27][C:28]([CH3:31])([CH3:30])[CH3:29])=[O:26])=[C:6]([CH2:8][CH2:9][C:10]2[CH:11]=[C:12]([NH:16][C:17](=[O:23])[O:18][C:19]([CH3:22])([CH3:21])[CH3:20])[CH:13]=[CH:14][CH:15]=2)[CH:7]=1.C(=O)([O-])[O-].[K+].[K+].[Cl:38][C:39]1[N:44]=[C:43](Cl)[C:42]([Cl:46])=[CH:41][N:40]=1.O. Product: [C:28]([O:27][C:25]([NH:24][C:5]1[CH:4]=[CH:3][C:2]([NH:1][C:41]2[C:42]([Cl:46])=[CH:43][N:44]=[C:39]([Cl:38])[N:40]=2)=[CH:7][C:6]=1[CH2:8][CH2:9][C:10]1[CH:11]=[C:12]([NH:16][C:17](=[O:23])[O:18][C:19]([CH3:22])([CH3:21])[CH3:20])[CH:13]=[CH:14][CH:15]=1)=[O:26])([CH3:31])([CH3:30])[CH3:29]. The catalyst class is: 3. (2) Reactant: [N:1]1[CH:6]=[CH:5][CH:4]=[C:3]([C:7]([S:9]C)=S)[CH:2]=1.Cl.[NH2:12][CH2:13][C:14]([O:16][CH3:17])=[O:15].C(N(CC)CC)C.O. Product: [N:1]1[CH:6]=[CH:5][CH:4]=[C:3]([C:7](=[S:9])[NH:12][CH2:13][C:14]([O:16][CH3:17])=[O:15])[CH:2]=1. The catalyst class is: 5. (3) Reactant: [F:1][C:2]1[CH:7]=[CH:6][C:5]([F:8])=[CH:4][C:3]=1[C:9]1[CH2:13][N:12]([CH2:14][CH2:15][C:16]([O:18]C)=[O:17])[C@H:11]([C:20]2[CH:25]=[CH:24][CH:23]=[CH:22][CH:21]=2)[CH:10]=1.[OH-].[Na+]. Product: [F:1][C:2]1[CH:7]=[CH:6][C:5]([F:8])=[CH:4][C:3]=1[C:9]1[CH2:13][N:12]([CH2:14][CH2:15][C:16]([OH:18])=[O:17])[C@H:11]([C:20]2[CH:21]=[CH:22][CH:23]=[CH:24][CH:25]=2)[CH:10]=1. The catalyst class is: 218. (4) The catalyst class is: 4. Reactant: [NH2:1][C:2]1[CH:7]=[CH:6][C:5]([Cl:8])=[CH:4][C:3]=1[C:9]([CH:11]1[CH2:16][CH2:15][CH2:14][CH2:13][CH2:12]1)=[O:10].[O:17](S(C(F)(F)F)(=O)=O)[S:18]([C:21]([F:24])([F:23])[F:22])(=O)=[O:19]. Product: [Cl:8][C:5]1[CH:6]=[CH:7][C:2]([NH:1][S:18]([C:21]([F:24])([F:23])[F:22])(=[O:19])=[O:17])=[C:3]([C:9]([CH:11]2[CH2:12][CH2:13][CH2:14][CH2:15][CH2:16]2)=[O:10])[CH:4]=1. (5) Reactant: [CH2:1]([N:3]1[C:12]2[C:7](=[CH:8][C:9]([N+:13]([O-:15])=[O:14])=[CH:10][CH:11]=2)[C:6](=[O:16])[NH:5][C:4]1=[O:17])[CH3:2].[H-].[Na+].Br[CH2:21][CH2:22][O:23][CH3:24].O. Product: [CH2:1]([N:3]1[C:12]2[C:7](=[CH:8][C:9]([N+:13]([O-:15])=[O:14])=[CH:10][CH:11]=2)[C:6](=[O:16])[N:5]([CH2:21][CH2:22][O:23][CH3:24])[C:4]1=[O:17])[CH3:2]. The catalyst class is: 3. (6) The catalyst class is: 8. Reactant: [CH2:1]([NH:3][C:4]([NH:6][C:7]1[N:12]=[CH:11][C:10]([C:13]2[C:14]([O:23][CH2:24][CH:25]3[CH2:30][CH2:29][O:28][CH2:27][CH2:26]3)=[N:15][CH:16]=[C:17]([C:19](OC)=[O:20])[CH:18]=2)=[C:9]([C:31]2[S:32][CH:33]=[C:34]([C:36]([F:39])([F:38])[F:37])[N:35]=2)[CH:8]=1)=[O:5])[CH3:2].O.[NH2:41][NH2:42].C(OCC)C. Product: [CH2:1]([NH:3][C:4]([NH:6][C:7]1[N:12]=[CH:11][C:10]([C:13]2[C:14]([O:23][CH2:24][CH:25]3[CH2:26][CH2:27][O:28][CH2:29][CH2:30]3)=[N:15][CH:16]=[C:17]([C:19]([NH:41][NH2:42])=[O:20])[CH:18]=2)=[C:9]([C:31]2[S:32][CH:33]=[C:34]([C:36]([F:38])([F:37])[F:39])[N:35]=2)[CH:8]=1)=[O:5])[CH3:2].